Dataset: Forward reaction prediction with 1.9M reactions from USPTO patents (1976-2016). Task: Predict the product of the given reaction. (1) The product is: [N:22]([C:7]1([C:1]2[CH:2]=[CH:3][CH:4]=[CH:5][CH:6]=2)[CH2:8][CH2:9][C:10]2([O:11][CH2:12][CH2:13][O:14]2)[CH2:15][CH2:16]1)=[C:25]=[O:36]. Given the reactants [C:1]1([C:7]2(C(O)=O)[CH2:16][CH2:15][C:10]3([O:14][CH2:13][CH2:12][O:11]3)[CH2:9][CH2:8]2)[CH:6]=[CH:5][CH:4]=[CH:3][CH:2]=1.C([N:22]([CH2:25]C)CC)C.[N-]=[N+]=[N-].C1([O:36]P(=O)(O)OC2C=CC=CC=2)C=CC=CC=1, predict the reaction product. (2) Given the reactants [CH:1]([N:14]1[CH2:19][CH2:18][N:17]([C:20]([C@@H:22]2[CH2:24][C@H:23]2[CH:25]=O)=[O:21])[CH2:16][CH2:15]1)([C:8]1[CH:13]=[CH:12][CH:11]=[CH:10][CH:9]=1)[C:2]1[CH:7]=[CH:6][CH:5]=[CH:4][CH:3]=1.[C:27]([NH2:31])([CH3:30])([CH3:29])[CH3:28].C(O[BH-](OC(=O)C)OC(=O)C)(=O)C.[Na+], predict the reaction product. The product is: [CH:1]([N:14]1[CH2:15][CH2:16][N:17]([C:20]([C@@H:22]2[CH2:24][C@H:23]2[CH2:25][NH:31][C:27]([CH3:30])([CH3:29])[CH3:28])=[O:21])[CH2:18][CH2:19]1)([C:8]1[CH:13]=[CH:12][CH:11]=[CH:10][CH:9]=1)[C:2]1[CH:3]=[CH:4][CH:5]=[CH:6][CH:7]=1.